This data is from Full USPTO retrosynthesis dataset with 1.9M reactions from patents (1976-2016). The task is: Predict the reactants needed to synthesize the given product. (1) Given the product [CH2:19]([O:26][C:27](=[O:32])[NH:28][CH2:29][CH2:30][NH:31][C:4]1[C:5]([C:13]#[N:14])=[C:6]([C:8]2[O:9][CH:10]=[CH:11][CH:12]=2)[N:7]=[C:2]([NH2:1])[N:3]=1)[C:20]1[CH:25]=[CH:24][CH:23]=[CH:22][CH:21]=1, predict the reactants needed to synthesize it. The reactants are: [NH2:1][C:2]1[N:7]=[C:6]([C:8]2[O:9][CH:10]=[CH:11][CH:12]=2)[C:5]([C:13]#[N:14])=[C:4](S(C)=O)[N:3]=1.Cl.[CH2:19]([O:26][C:27](=[O:32])[NH:28][CH2:29][CH2:30][NH2:31])[C:20]1[CH:25]=[CH:24][CH:23]=[CH:22][CH:21]=1.C1CCN2C(=NCCC2)CC1. (2) Given the product [C:1]([NH:4][C@H:5]([C:6]([O:8][CH3:9])=[O:7])[CH2:10][S:28]([CH:12]([CH2:16][CH2:17][CH3:18])[CH2:13][CH2:14][CH3:15])(=[O:30])=[O:27])(=[O:3])[CH3:2], predict the reactants needed to synthesize it. The reactants are: [C:1]([NH:4][C:5](=[CH2:10])[C:6]([O:8][CH3:9])=[O:7])(=[O:3])[CH3:2].S[CH:12]([CH2:16][CH2:17][CH3:18])[CH2:13][CH2:14][CH3:15].C(N(CC)CC)C.O[O:27][S:28]([O-:30])=O.[K+]. (3) Given the product [Cl:1][C:2]1[CH:15]=[CH:14][C:5]([O:6][C:7]2[N:8]=[CH:9][C:10]([NH:13][C:31](=[O:33])[CH2:30][CH2:29][C@H:28]([OH:32])[C:24]3[CH:25]=[CH:26][CH:27]=[C:22]([O:21][CH3:20])[CH:23]=3)=[N:11][CH:12]=2)=[CH:4][CH:3]=1, predict the reactants needed to synthesize it. The reactants are: [Cl:1][C:2]1[CH:15]=[CH:14][C:5]([O:6][C:7]2[N:8]=[CH:9][C:10]([NH2:13])=[N:11][CH:12]=2)=[CH:4][CH:3]=1.C[Al](C)C.[CH3:20][O:21][C:22]1[CH:23]=[C:24]([C@H:28]2[O:32][C:31](=[O:33])[CH2:30][CH2:29]2)[CH:25]=[CH:26][CH:27]=1. (4) Given the product [C:21]([O:25][C:26]([N:28]1[CH2:33][CH2:32][CH:31]([CH:10]2[C:11](=[O:18])[C:12]3[CH:17]=[CH:16][CH:15]=[CH:14][C:13]=3[NH:8][S:9]2(=[O:19])=[O:20])[CH2:30][CH2:29]1)=[O:27])([CH3:24])([CH3:22])[CH3:23], predict the reactants needed to synthesize it. The reactants are: C([N:8]1[C:13]2[CH:14]=[CH:15][CH:16]=[CH:17][C:12]=2[C:11](=[O:18])[CH2:10][S:9]1(=[O:20])=[O:19])C1C=CC=CC=1.[C:21]([O:25][C:26]([N:28]1[CH2:33][CH2:32][C:31](=O)[CH2:30][CH2:29]1)=[O:27])([CH3:24])([CH3:23])[CH3:22].N1CCCCC1.[H][H]. (5) Given the product [CH2:43]([NH:18][C:5]1[N:4]([CH2:11][CH2:12][CH3:13])[N:3]=[C:2]([Br:1])[C:6]=1[N+:7]([O-:9])=[O:8])[C:37]1[CH:42]=[CH:41][CH:40]=[CH:39][CH:38]=1, predict the reactants needed to synthesize it. The reactants are: [Br:1][C:2]1[C:6]([N+:7]([O-:9])=[O:8])=[C:5](Br)[N:4]([CH2:11][CH2:12][CH3:13])[N:3]=1.C[Si]([N-:18][Si](C)(C)C)(C)C.[Li+].P(C(C)(C)C)(C(C)(C)C)C(C)(C)C.[C:37]1([CH3:43])[CH:42]=[CH:41][CH:40]=[CH:39][CH:38]=1. (6) Given the product [CH2:1]([C:3]1[CH:4]=[CH:5][C:6]([NH:9][C:10](=[O:24])[O:11][CH2:12][C@@H:13]([N:15]([CH3:23])[C:16]([NH:39][CH2:26][C:28]2[CH:33]=[CH:32][CH:31]=[CH:30][C:29]=2[Cl:25])=[O:18])[CH3:14])=[CH:7][CH:8]=1)[CH3:2], predict the reactants needed to synthesize it. The reactants are: [CH2:1]([C:3]1[CH:8]=[CH:7][C:6]([NH:9][C:10](=[O:24])[O:11][CH2:12][C@@H:13]([N:15]([CH3:23])[C:16]([O:18]C(C)(C)C)=O)[CH3:14])=[CH:5][CH:4]=1)[CH3:2].[ClH:25].[CH2:26]([C:28]1[CH:33]=[CH:32][C:31](N=C=O)=[CH:30][CH:29]=1)C.CC[N:39](C(C)C)C(C)C. (7) Given the product [N+:3]([C:6]1[CH:7]=[C:8]([CH2:12][S:13]([NH:2][CH3:1])(=[O:15])=[O:14])[CH:9]=[CH:10][CH:11]=1)([O-:5])=[O:4], predict the reactants needed to synthesize it. The reactants are: [CH3:1][NH2:2].[N+:3]([C:6]1[CH:7]=[C:8]([CH2:12][S:13](Cl)(=[O:15])=[O:14])[CH:9]=[CH:10][CH:11]=1)([O-:5])=[O:4].